This data is from Catalyst prediction with 721,799 reactions and 888 catalyst types from USPTO. The task is: Predict which catalyst facilitates the given reaction. (1) Reactant: Cl.Cl[CH2:3][C:4]1[CH:13]=[CH:12][C:11]2[C:6](=[CH:7][CH:8]=[CH:9][CH:10]=2)[N:5]=1.C([O-])(O)=O.[Na+].[C-:19]#[N:20].[K+]. Product: [N:5]1[C:6]2[C:11](=[CH:10][CH:9]=[CH:8][CH:7]=2)[CH:12]=[CH:13][C:4]=1[CH2:3][C:19]#[N:20]. The catalyst class is: 88. (2) Reactant: C(N(CC)CC)C.[CH2:8]([N:11](CC=C)[C:12]([N:14]1[C:18]2[CH:19]=[CH:20][CH:21]=[CH:22][C:17]=2[N:16](C(O)=O)[C:15]1=[O:26])=[O:13])[CH:9]=[CH2:10]. Product: [CH2:8]([NH:11][C:12]([N:14]1[C:18]2[CH:19]=[CH:20][CH:21]=[CH:22][C:17]=2[NH:16][C:15]1=[O:26])=[O:13])[CH:9]=[CH2:10]. The catalyst class is: 16. (3) Reactant: [C:1]([O:5][C:6]([N:8]([CH2:10][C:11]([OH:13])=[O:12])[CH3:9])=[O:7])([CH3:4])([CH3:3])[CH3:2].[N+:14]([C:17]1[CH:24]=[CH:23][C:20]([CH2:21]O)=[CH:19][CH:18]=1)([O-:16])=[O:15].CCN=C=NCCCN(C)C. Product: [N+:14]([C:17]1[CH:24]=[CH:23][C:20]([CH2:21][O:12][C:11](=[O:13])[CH2:10][N:8]([C:6]([O:5][C:1]([CH3:4])([CH3:2])[CH3:3])=[O:7])[CH3:9])=[CH:19][CH:18]=1)([O-:16])=[O:15]. The catalyst class is: 172. (4) Reactant: [CH3:1][O:2][C:3]1[CH:10]=[C:9]([CH2:11][CH:12]=[O:13])[CH:8]=[CH:7][C:4]=1[C:5]#[N:6].[CH3:14][Mg]Br. Product: [OH:13][CH:12]([CH3:14])[CH2:11][C:9]1[CH:8]=[CH:7][C:4]([C:5]#[N:6])=[C:3]([O:2][CH3:1])[CH:10]=1. The catalyst class is: 410. (5) Reactant: [N:1]1[C:10]2[C:5](=[CH:6][C:7]([C:11]([OH:13])=O)=[CH:8][CH:9]=2)[N:4]=[CH:3][CH:2]=1.C(N(C(C)C)CC)C.Cl.CN(C)CCCN=C=NCC.O.ON1C2C=CC=CC=2N=N1.Cl.[C:46]([O:50][C:51](=[O:61])[C@H:52]([CH2:54][C:55]1[CH:60]=[CH:59][CH:58]=[CH:57][CH:56]=1)[NH2:53])([CH3:49])([CH3:48])[CH3:47]. Product: [C:55]1([CH2:54][C@H:52]([NH:53][C:11]([C:7]2[CH:6]=[C:5]3[C:10](=[CH:9][CH:8]=2)[N:1]=[CH:2][CH:3]=[N:4]3)=[O:13])[C:51]([O:50][C:46]([CH3:48])([CH3:47])[CH3:49])=[O:61])[CH:60]=[CH:59][CH:58]=[CH:57][CH:56]=1. The catalyst class is: 4. (6) Reactant: [CH3:1][C:2]([S@@:5]([NH:7][C@@H:8]([C:11]1[CH:16]=[C:15]([C:17]([F:20])([F:19])[F:18])[CH:14]=[C:13]([CH3:21])[CH:12]=1)[CH:9]=[CH2:10])=[O:6])([CH3:4])[CH3:3].[Li+].[CH3:23][Si]([N-][Si](C)(C)C)(C)C.CI. Product: [CH3:23][N:7]([C@@H:8]([C:11]1[CH:16]=[C:15]([C:17]([F:19])([F:20])[F:18])[CH:14]=[C:13]([CH3:21])[CH:12]=1)[CH:9]=[CH2:10])[S@:5]([C:2]([CH3:1])([CH3:3])[CH3:4])=[O:6]. The catalyst class is: 1.